This data is from CYP1A2 inhibition data for predicting drug metabolism from PubChem BioAssay. The task is: Regression/Classification. Given a drug SMILES string, predict its absorption, distribution, metabolism, or excretion properties. Task type varies by dataset: regression for continuous measurements (e.g., permeability, clearance, half-life) or binary classification for categorical outcomes (e.g., BBB penetration, CYP inhibition). Dataset: cyp1a2_veith. The drug is COc1cccc(Cn2c(=O)cnc3cnc(Nc4ccccc4)nc32)c1. The result is 1 (inhibitor).